This data is from Forward reaction prediction with 1.9M reactions from USPTO patents (1976-2016). The task is: Predict the product of the given reaction. (1) Given the reactants [F:1][C:2]([F:18])([F:17])[C:3]1[CH:8]=[C:7]([C:9]2[CH:14]=[CH:13][C:12]([CH2:15][NH2:16])=[CH:11][CH:10]=2)[CH:6]=[CH:5][N:4]=1.[N:19]1[CH:24]=[CH:23][N:22]=[CH:21][C:20]=1[C:25]1[CH:33]=[CH:32][C:28]([C:29](O)=[O:30])=[CH:27][CH:26]=1.CN(C(ON1N=NC2C=CC=NC1=2)=[N+](C)C)C.F[P-](F)(F)(F)(F)F.C(N(CC)C(C)C)(C)C, predict the reaction product. The product is: [N:19]1[CH:24]=[CH:23][N:22]=[CH:21][C:20]=1[C:25]1[CH:26]=[CH:27][C:28]([C:29]([NH:16][CH2:15][C:12]2[CH:11]=[CH:10][C:9]([C:7]3[CH:6]=[CH:5][N:4]=[C:3]([C:2]([F:1])([F:17])[F:18])[CH:8]=3)=[CH:14][CH:13]=2)=[O:30])=[CH:32][CH:33]=1. (2) Given the reactants [Cl:1][C:2]1[CH:3]=[C:4]([CH:25]=[CH:26][CH:27]=1)[CH2:5][N:6]1[CH2:10][C@@H:9]([N:11]([CH2:13][C:14]2[CH:19]=[CH:18][C:17]([F:20])=[CH:16][C:15]=2[F:21])[CH3:12])[CH2:8][C@H:7]1[C:22]([OH:24])=O.[N:28]1([C:34]2[CH:41]=[CH:40][CH:39]=[CH:38][C:35]=2[C:36]#[N:37])[CH2:33][CH2:32][NH:31][CH2:30][CH2:29]1, predict the reaction product. The product is: [Cl:1][C:2]1[CH:3]=[C:4]([CH:25]=[CH:26][CH:27]=1)[CH2:5][N:6]1[CH2:10][C@@H:9]([N:11]([CH2:13][C:14]2[CH:19]=[CH:18][C:17]([F:20])=[CH:16][C:15]=2[F:21])[CH3:12])[CH2:8][C@H:7]1[C:22]([N:31]1[CH2:30][CH2:29][N:28]([C:34]2[CH:41]=[CH:40][CH:39]=[CH:38][C:35]=2[C:36]#[N:37])[CH2:33][CH2:32]1)=[O:24]. (3) Given the reactants [CH3:1][C:2]1([CH3:9])[C@@H:7]2[C@H:3]1[CH2:4][C:5](=[O:8])[CH2:6]2.[C:10](OCC)(=[O:13])[CH2:11][CH3:12], predict the reaction product. The product is: [CH3:1][C:2]1([CH3:9])[CH:7]2[CH:3]1[CH2:4][C:5](=[O:8])[CH:6]2[C:10](=[O:13])[CH2:11][CH3:12].